Dataset: Peptide-MHC class II binding affinity with 134,281 pairs from IEDB. Task: Regression. Given a peptide amino acid sequence and an MHC pseudo amino acid sequence, predict their binding affinity value. This is MHC class II binding data. (1) The peptide sequence is YRKFLANVSTVLTGK. The MHC is DRB1_0405 with pseudo-sequence DRB1_0405. The binding affinity (normalized) is 0.710. (2) The peptide sequence is KGNFQRLAITKGKVD. The MHC is HLA-DQA10104-DQB10503 with pseudo-sequence HLA-DQA10104-DQB10503. The binding affinity (normalized) is 0.0732.